From a dataset of Full USPTO retrosynthesis dataset with 1.9M reactions from patents (1976-2016). Predict the reactants needed to synthesize the given product. (1) Given the product [ClH:26].[ClH:26].[NH2:8][CH:9]1[CH2:10][CH2:11][N:12]([CH2:15][C:16]2[CH:25]=[CH:24][C:19]([C:20]([O:22][CH3:23])=[O:21])=[CH:18][CH:17]=2)[CH2:13][CH2:14]1, predict the reactants needed to synthesize it. The reactants are: C(OC([NH:8][CH:9]1[CH2:14][CH2:13][N:12]([CH2:15][C:16]2[CH:25]=[CH:24][C:19]([C:20]([O:22][CH3:23])=[O:21])=[CH:18][CH:17]=2)[CH2:11][CH2:10]1)=O)(C)(C)C.[ClH:26].CO. (2) Given the product [Cl:1][C:2]1[CH:7]=[C:6]2[NH:8][C:9](=[O:36])[C:10]3([CH:15]([C:16]4[CH:21]=[CH:20][CH:19]=[C:18]([Cl:22])[CH:17]=4)[CH2:14][C:13](=[O:23])[N:12]([CH2:24][CH2:25][CH2:26][N:45]4[CH2:50][CH2:49][O:48][CH2:47][CH2:46]4)[CH:11]3[C:28]3[CH:33]=[C:32]([F:34])[CH:31]=[CH:30][C:29]=3[CH3:35])[C:5]2=[CH:4][CH:3]=1, predict the reactants needed to synthesize it. The reactants are: [Cl:1][C:2]1[CH:7]=[C:6]2[NH:8][C:9](=[O:36])[C:10]3([CH:15]([C:16]4[CH:21]=[CH:20][CH:19]=[C:18]([Cl:22])[CH:17]=4)[CH2:14][C:13](=[O:23])[N:12]([CH2:24][CH2:25][CH2:26]Cl)[CH:11]3[C:28]3[CH:33]=[C:32]([F:34])[CH:31]=[CH:30][C:29]=3[CH3:35])[C:5]2=[CH:4][CH:3]=1.COC([Si](C)(C)C)C.[NH:45]1[CH2:50][CH2:49][O:48][CH2:47][CH2:46]1.CCN(C(C)C)C(C)C.